Dataset: NCI-60 drug combinations with 297,098 pairs across 59 cell lines. Task: Regression. Given two drug SMILES strings and cell line genomic features, predict the synergy score measuring deviation from expected non-interaction effect. (1) Drug 1: CCCCCOC(=O)NC1=NC(=O)N(C=C1F)C2C(C(C(O2)C)O)O. Drug 2: CC1C(C(CC(O1)OC2CC(CC3=C2C(=C4C(=C3O)C(=O)C5=CC=CC=C5C4=O)O)(C(=O)C)O)N)O. Cell line: CAKI-1. Synergy scores: CSS=37.1, Synergy_ZIP=-0.0985, Synergy_Bliss=-1.04, Synergy_Loewe=-32.0, Synergy_HSA=0.404. (2) Drug 1: CCC1(CC2CC(C3=C(CCN(C2)C1)C4=CC=CC=C4N3)(C5=C(C=C6C(=C5)C78CCN9C7C(C=CC9)(C(C(C8N6C=O)(C(=O)OC)O)OC(=O)C)CC)OC)C(=O)OC)O.OS(=O)(=O)O. Drug 2: C1=CC=C(C=C1)NC(=O)CCCCCCC(=O)NO. Cell line: IGROV1. Synergy scores: CSS=16.7, Synergy_ZIP=-5.46, Synergy_Bliss=3.44, Synergy_Loewe=-4.56, Synergy_HSA=4.49. (3) Drug 1: CNC(=O)C1=CC=CC=C1SC2=CC3=C(C=C2)C(=NN3)C=CC4=CC=CC=N4. Drug 2: C1C(C(OC1N2C=NC3=C2NC=NCC3O)CO)O. Cell line: OVCAR-8. Synergy scores: CSS=1.88, Synergy_ZIP=0.222, Synergy_Bliss=2.07, Synergy_Loewe=1.25, Synergy_HSA=0.818.